Dataset: Full USPTO retrosynthesis dataset with 1.9M reactions from patents (1976-2016). Task: Predict the reactants needed to synthesize the given product. (1) Given the product [CH3:61][N:55]([C@@H:56]([CH3:57])[C:58](=[O:59])[NH:37][C@H:38]1[C:44]2([CH2:45][CH2:46][O:47][CH2:48][CH2:49]2)[O:43][C:42]2[CH:50]=[CH:51][CH:52]=[CH:53][C:41]=2[NH:40][C:39]1=[O:54])[C:62](=[O:63])[O:64][C:65]([CH3:68])([CH3:66])[CH3:67], predict the reactants needed to synthesize it. The reactants are: CN(C(ON1N=NC2C=CC=CC1=2)=[N+](C)C)C.F[P-](F)(F)(F)(F)F.C1C=CC2N(O)N=NC=2C=1.O.Cl.[NH2:37][CH:38]1[C:44]2([CH2:49][CH2:48][O:47][CH2:46][CH2:45]2)[O:43][C:42]2[CH:50]=[CH:51][CH:52]=[CH:53][C:41]=2[NH:40][C:39]1=[O:54].[N:55]([C:62]([O:64][C:65]([CH3:68])([CH3:67])[CH3:66])=[O:63])([CH3:61])[C@H:56]([C:58](O)=[O:59])[CH3:57]. (2) Given the product [OH:15][CH:14]([C:13]1[CH:16]=[CH:17][CH:18]=[C:11]([OH:10])[CH:12]=1)[CH2:8][C:7]#[N:9], predict the reactants needed to synthesize it. The reactants are: C([O-])(C)(C)C.[K+].[C:7](#[N:9])[CH3:8].[OH:10][C:11]1[CH:12]=[C:13]([CH:16]=[CH:17][CH:18]=1)[CH:14]=[O:15]. (3) Given the product [CH3:29][N:30]1[CH2:35][CH2:34][CH:33]([NH:36][CH2:2][C:3]2[CH:28]=[CH:27][C:6]([C:7]([NH2:9])=[O:8])=[CH:5][N:4]=2)[CH2:32][CH2:31]1, predict the reactants needed to synthesize it. The reactants are: Br[CH2:2][C:3]1[CH:28]=[CH:27][C:6]([C:7]([NH:9]C2C=CC(Cl)=C(NC(=O)C3C=CC=C(Cl)C=3)C=2)=[O:8])=[CH:5][N:4]=1.[CH3:29][N:30]1[CH2:35][CH2:34][CH:33]([NH2:36])[CH2:32][CH2:31]1. (4) Given the product [CH2:19]([C:16]1[CH:17]=[CH:18][C:13]([C:12]#[C:11][C:8]2[CH:9]=[CH:10][C:5]([CH:27]=[O:28])=[CH:6][CH:7]=2)=[CH:14][CH:15]=1)[CH2:20][CH2:21][CH2:22][CH2:23][CH3:24], predict the reactants needed to synthesize it. The reactants are: N#N.[Mg].Br[C:5]1[CH:10]=[CH:9][C:8]([C:11]#[C:12][C:13]2[CH:18]=[CH:17][C:16]([CH2:19][CH2:20][CH2:21][CH2:22][CH2:23][CH3:24])=[CH:15][CH:14]=2)=[CH:7][CH:6]=1.II.[CH:27](N1CCCCC1)=[O:28].Cl. (5) Given the product [NH2:10][C:3]1[C:2]([Cl:1])=[C:7]([NH:8][S:21]([CH2:18][CH2:19][CH3:20])(=[O:23])=[O:22])[CH:6]=[C:5]([F:9])[CH:4]=1, predict the reactants needed to synthesize it. The reactants are: [Cl:1][C:2]1[C:7]([NH2:8])=[CH:6][C:5]([F:9])=[CH:4][C:3]=1[NH2:10].C(N(CC)CC)C.[CH2:18]([S:21](Cl)(=[O:23])=[O:22])[CH2:19][CH3:20].C([O-])(O)=O.[Na+]. (6) Given the product [CH2:1]([O:8][CH2:9][CH2:10][C:11]1[N:16]=[CH:15][C:14]([CH:17]2[CH2:22][CH2:21][NH:20][CH2:19][CH:18]2[O:30][CH2:31][C:32]2[CH:41]=[CH:40][C:39]3[C:34](=[CH:35][CH:36]=[CH:37][CH:38]=3)[CH:33]=2)=[CH:13][CH:12]=1)[C:2]1[CH:7]=[CH:6][CH:5]=[CH:4][CH:3]=1, predict the reactants needed to synthesize it. The reactants are: [CH2:1]([O:8][CH2:9][CH2:10][C:11]1[N:16]=[CH:15][C:14]([CH:17]2[CH2:22][CH2:21][N:20](C(OC(C)(C)C)=O)[CH2:19][CH:18]2[O:30][CH2:31][C:32]2[CH:41]=[CH:40][C:39]3[C:34](=[CH:35][CH:36]=[CH:37][CH:38]=3)[CH:33]=2)=[CH:13][CH:12]=1)[C:2]1[CH:7]=[CH:6][CH:5]=[CH:4][CH:3]=1.